Dataset: Full USPTO retrosynthesis dataset with 1.9M reactions from patents (1976-2016). Task: Predict the reactants needed to synthesize the given product. (1) Given the product [CH2:41]([O:40][CH:36]([O:37][CH2:38][CH3:39])[CH2:35][C@@H:34]([CH2:43][O:44][C:45](=[O:47])[CH2:46][CH2:16][CH2:15][CH2:14][CH2:13][CH2:12][CH2:11][CH2:10][CH2:9][CH2:8][CH2:7][CH2:6][CH2:5][CH2:4][CH2:3][CH2:2][CH3:1])[CH2:33][OH:32])[CH3:42], predict the reactants needed to synthesize it. The reactants are: [C:1](OC=C)(=O)[CH2:2][CH2:3][CH2:4][CH2:5][CH2:6][CH2:7][CH2:8][CH2:9][CH2:10][CH2:11][CH2:12][CH2:13][CH2:14][CH2:15][CH2:16]CC.C1(C)C(S([O:32][CH2:33][C@H:34]([CH2:43][O:44][C:45](=[O:47])[CH3:46])[CH2:35][CH:36]([O:40][CH2:41][CH3:42])[O:37][CH2:38][CH3:39])(=O)=O)=CC=CC=1. (2) Given the product [C:41]([O:45][C:46]([NH:47][CH:48]1[CH2:25][CH2:24][N:21]([CH2:19][C@@H:3]([N:4]2[CH2:9][CH2:8][C@H:7]([O:10][C:11](=[O:16])[C:12]([CH3:13])([CH3:14])[CH3:15])[C@@H:6]([CH3:17])[CH2:5]2)[CH3:2])[CH2:22][CH2:23]1)=[O:54])([CH3:44])([CH3:43])[CH3:42], predict the reactants needed to synthesize it. The reactants are: O[C@H:2](C)[CH2:3][N:4]1[CH2:9][CH2:8][C@H:7]([O:10][C:11](=[O:16])[C:12]([CH3:15])([CH3:14])[CH3:13])[C@@H:6]([CH3:17])[CH2:5]1.[CH2:19]([N:21]([CH2:24][CH3:25])[CH2:22][CH3:23])C.S(OS(C(F)(F)F)(=O)=O)(C(F)(F)F)(=O)=O.[C:41]([O:45][C:46](=[O:54])[NH:47][CH:48]1CCNCC1)([CH3:44])([CH3:43])[CH3:42]. (3) The reactants are: [Cl:1][C:2]1[CH:3]=[C:4]([CH:7]=[C:8]([O:10][C:11]2[C:19]([Cl:20])=[CH:18][CH:17]=[C:16]3[C:12]=2[CH:13]=[N:14][NH:15]3)[CH:9]=1)[C:5]#[N:6].CC([O-])(C)C.[K+].C1COCC1.[Cl:32]N1C(=O)CCC1=O. Given the product [Cl:1][C:2]1[CH:3]=[C:4]([CH:7]=[C:8]([O:10][C:11]2[C:19]([Cl:20])=[CH:18][CH:17]=[C:16]3[C:12]=2[C:13]([Cl:32])=[N:14][NH:15]3)[CH:9]=1)[C:5]#[N:6], predict the reactants needed to synthesize it. (4) Given the product [CH2:1]([O:3][C:4]([C@@H:6]1[C@H:11]([NH:12][C:39]([C:36]2[CH:37]=[CH:38][C:32]3[S:31][CH2:30][C:29](=[O:28])[NH:34][C:33]=3[CH:35]=2)=[O:40])[CH2:10][CH2:9][N:8]([CH2:13][CH2:14][S:15][C:16]2[CH:25]=[N:24][C:23]3[C:18](=[CH:19][C:20]([O:26][CH3:27])=[CH:21][CH:22]=3)[N:17]=2)[CH2:7]1)=[O:5])[CH3:2], predict the reactants needed to synthesize it. The reactants are: [CH2:1]([O:3][C:4]([C@@H:6]1[C@H:11]([NH2:12])[CH2:10][CH2:9][N:8]([CH2:13][CH2:14][S:15][C:16]2[CH:25]=[N:24][C:23]3[C:18](=[CH:19][C:20]([O:26][CH3:27])=[CH:21][CH:22]=3)[N:17]=2)[CH2:7]1)=[O:5])[CH3:2].[O:28]=[C:29]1[NH:34][C:33]2[CH:35]=[C:36]([C:39](O)=[O:40])[CH:37]=[CH:38][C:32]=2[S:31][CH2:30]1. (5) Given the product [Br:1][C:2]1[CH:3]=[C:4]2[C:12]([C:11]3[CH:10]=[CH:9][C:8]([C:33]4[S:34][CH:35]=[CH:36][CH:37]=4)=[CH:7][C:6]=3[C:5]2([CH2:22][CH2:23][CH2:24][CH2:25][CH2:26][CH3:27])[CH2:16][CH2:17][CH2:18][CH2:19][CH2:20][CH3:21])=[CH:13][CH:14]=1, predict the reactants needed to synthesize it. The reactants are: [Br:1][C:2]1[CH:14]=[CH:13][C:12]2[C:11]3[C:6](=[CH:7][C:8](Br)=[CH:9][CH:10]=3)[C:5]([CH2:22][CH2:23][CH2:24][CH2:25][CH2:26][CH3:27])([CH2:16][CH2:17][CH2:18][CH2:19][CH2:20][CH3:21])[C:4]=2[CH:3]=1.C([Sn](CCCC)(CCCC)[C:33]1[S:34][CH:35]=[CH:36][CH:37]=1)CCC.C1(C)C=CC=CC=1.